This data is from Catalyst prediction with 721,799 reactions and 888 catalyst types from USPTO. The task is: Predict which catalyst facilitates the given reaction. Reactant: [CH:1]([C:3]1[CH:4]=[C:5]([CH:10]=[CH:11][CH:12]=1)[C:6]([O:8][CH3:9])=[O:7])=O.C(=O)([O-])[O-].[K+].[K+].[C:19]([CH2:21]P(=O)(OCC)OCC)#[N:20].O. Product: [C:19](/[CH:21]=[CH:1]/[C:3]1[CH:4]=[C:5]([CH:10]=[CH:11][CH:12]=1)[C:6]([O:8][CH3:9])=[O:7])#[N:20]. The catalyst class is: 7.